Regression. Given two drug SMILES strings and cell line genomic features, predict the synergy score measuring deviation from expected non-interaction effect. From a dataset of NCI-60 drug combinations with 297,098 pairs across 59 cell lines. (1) Drug 1: C1=C(C(=O)NC(=O)N1)F. Drug 2: C1=CN(C(=O)N=C1N)C2C(C(C(O2)CO)O)O.Cl. Cell line: SK-OV-3. Synergy scores: CSS=29.8, Synergy_ZIP=1.05, Synergy_Bliss=2.45, Synergy_Loewe=5.70, Synergy_HSA=6.91. (2) Drug 1: CCC1=CC2CC(C3=C(CN(C2)C1)C4=CC=CC=C4N3)(C5=C(C=C6C(=C5)C78CCN9C7C(C=CC9)(C(C(C8N6C)(C(=O)OC)O)OC(=O)C)CC)OC)C(=O)OC.C(C(C(=O)O)O)(C(=O)O)O. Drug 2: C1CCC(C(C1)N)N.C(=O)(C(=O)[O-])[O-].[Pt+4]. Cell line: SK-MEL-28. Synergy scores: CSS=38.4, Synergy_ZIP=0.379, Synergy_Bliss=1.73, Synergy_Loewe=-5.79, Synergy_HSA=2.47. (3) Drug 1: CS(=O)(=O)CCNCC1=CC=C(O1)C2=CC3=C(C=C2)N=CN=C3NC4=CC(=C(C=C4)OCC5=CC(=CC=C5)F)Cl. Drug 2: C1CC(CNC1)C2=CC=C(C=C2)N3C=C4C=CC=C(C4=N3)C(=O)N. Cell line: OVCAR3. Synergy scores: CSS=19.1, Synergy_ZIP=-2.60, Synergy_Bliss=-1.09, Synergy_Loewe=1.04, Synergy_HSA=3.01. (4) Drug 1: C1CC(C1)(C(=O)O)C(=O)O.[NH2-].[NH2-].[Pt+2]. Drug 2: CCN(CC)CCNC(=O)C1=C(NC(=C1C)C=C2C3=C(C=CC(=C3)F)NC2=O)C. Cell line: HL-60(TB). Synergy scores: CSS=12.2, Synergy_ZIP=4.15, Synergy_Bliss=1.05, Synergy_Loewe=-10.1, Synergy_HSA=-9.42. (5) Drug 1: C1C(C(OC1N2C=NC3=C(N=C(N=C32)Cl)N)CO)O. Drug 2: CS(=O)(=O)OCCCCOS(=O)(=O)C. Cell line: SR. Synergy scores: CSS=92.7, Synergy_ZIP=0.291, Synergy_Bliss=-0.0790, Synergy_Loewe=-0.839, Synergy_HSA=2.84.